From a dataset of Peptide-MHC class I binding affinity with 185,985 pairs from IEDB/IMGT. Regression. Given a peptide amino acid sequence and an MHC pseudo amino acid sequence, predict their binding affinity value. This is MHC class I binding data. (1) The peptide sequence is WQLTSIWPI. The MHC is HLA-C07:02 with pseudo-sequence HLA-C07:02. The binding affinity (normalized) is 0.0847. (2) The peptide sequence is SLFKNVRLL. The MHC is HLA-A68:02 with pseudo-sequence HLA-A68:02. The binding affinity (normalized) is 0.0763. (3) The peptide sequence is KQIAEHATI. The MHC is BoLA-T2b with pseudo-sequence BoLA-T2b. The binding affinity (normalized) is 0.318. (4) The peptide sequence is DTKCKNNYF. The MHC is HLA-A26:01 with pseudo-sequence HLA-A26:01. The binding affinity (normalized) is 0.0847. (5) The peptide sequence is RPRRSASVA. The MHC is HLA-B07:02 with pseudo-sequence HLA-B07:02. The binding affinity (normalized) is 1.00. (6) The peptide sequence is KFSNSNIY. The MHC is HLA-B08:01 with pseudo-sequence HLA-B08:01. The binding affinity (normalized) is 0. (7) The peptide sequence is FPASHMATY. The MHC is HLA-A02:03 with pseudo-sequence HLA-A02:03. The binding affinity (normalized) is 0.0847.